This data is from Peptide-MHC class I binding affinity with 185,985 pairs from IEDB/IMGT. The task is: Regression. Given a peptide amino acid sequence and an MHC pseudo amino acid sequence, predict their binding affinity value. This is MHC class I binding data. (1) The peptide sequence is YMKAPSGAL. The MHC is BoLA-HD6 with pseudo-sequence BoLA-HD6. The binding affinity (normalized) is 1.00. (2) The peptide sequence is ISKKAKGWF. The MHC is HLA-B57:01 with pseudo-sequence HLA-B57:01. The binding affinity (normalized) is 0.564. (3) The peptide sequence is TTYVYTLPV. The MHC is HLA-B15:01 with pseudo-sequence HLA-B15:01. The binding affinity (normalized) is 0.0847.